From a dataset of Catalyst prediction with 721,799 reactions and 888 catalyst types from USPTO. Predict which catalyst facilitates the given reaction. (1) Reactant: Cl.[CH2:2]([N:4]1[CH2:9][CH2:8][C:7]([S:13]([C:16]2[CH:21]=[CH:20][C:19]([C:22]3[CH:27]=[CH:26][C:25]([O:28][C:29]([F:34])([F:33])[CH:30]([F:32])[F:31])=[CH:24][CH:23]=3)=[CH:18][CH:17]=2)(=[O:15])=[O:14])([C:10](O)=[O:11])[CH2:6][CH2:5]1)[CH3:3].C(N(CC)CC)C.F[B-](F)(F)F.N1(OC(N(C)C)=[N+](C)C)C2C=CC=CC=2N=N1.[O:64]1[CH2:69][CH2:68][CH2:67][CH2:66][CH:65]1[O:70][NH2:71]. Product: [CH2:2]([N:4]1[CH2:5][CH2:6][C:7]([S:13]([C:16]2[CH:21]=[CH:20][C:19]([C:22]3[CH:27]=[CH:26][C:25]([O:28][C:29]([F:34])([F:33])[CH:30]([F:31])[F:32])=[CH:24][CH:23]=3)=[CH:18][CH:17]=2)(=[O:15])=[O:14])([C:10]([NH:71][O:70][CH:65]2[CH2:66][CH2:67][CH2:68][CH2:69][O:64]2)=[O:11])[CH2:8][CH2:9]1)[CH3:3]. The catalyst class is: 39. (2) Reactant: [Br:1][C:2]1[CH:8]=[CH:7][C:5]([NH2:6])=[C:4]([Cl:9])[CH:3]=1.[C:10](O[C:10]([O:12][C:13]([CH3:16])([CH3:15])[CH3:14])=[O:11])([O:12][C:13]([CH3:16])([CH3:15])[CH3:14])=[O:11].[C:25](=[O:28])([O-])[O-:26].[K+].[K+].O. Product: [C:13]([O:26][C:25]([N:6]([C:10]([O:12][C:13]([CH3:16])([CH3:15])[CH3:14])=[O:11])[C:5]1[CH:7]=[CH:8][C:2]([Br:1])=[CH:3][C:4]=1[Cl:9])=[O:28])([CH3:16])([CH3:15])[CH3:14]. The catalyst class is: 44. (3) Reactant: C([O:3][C:4]([C:6]1[NH:7][C:8]2[C:13]([C:14]=1[NH2:15])=[CH:12][CH:11]=[CH:10][CH:9]=2)=[O:5])C.C(O)C.[OH-].[K+:20].[K+].NC1[C:31]2[C:26](=C[CH:28]=[CH:29][CH:30]=2)[NH:25]C=1C([O-])=O. Product: [K+:20].[N:25]1[CH:26]=[CH:31][C:30]([NH:15][C:14]2[C:13]3[C:8](=[CH:9][CH:10]=[CH:11][CH:12]=3)[NH:7][C:6]=2[C:4]([O-:3])=[O:5])=[CH:29][CH:28]=1. The catalyst class is: 192. (4) Reactant: [CH2:1]([O:3][C:4](=[O:19])[NH:5][C:6]1[C:11]([F:12])=[CH:10][CH:9]=[C:8]([O:13][C:14]([F:17])([F:16])[F:15])[C:7]=1I)[CH3:2].CCN(CC)CC.[Si:27]([C:31]#[CH:32])([CH3:30])([CH3:29])[CH3:28]. Product: [CH2:1]([O:3][C:4](=[O:19])[NH:5][C:6]1[C:11]([F:12])=[CH:10][CH:9]=[C:8]([O:13][C:14]([F:17])([F:16])[F:15])[C:7]=1[C:32]#[C:31][Si:27]([CH3:30])([CH3:29])[CH3:28])[CH3:2]. The catalyst class is: 356. (5) Reactant: [Br:1][C:2]1[C:6]2[CH:7]=[N:8][C:9]([C:11]([O:13]C)=[O:12])=[CH:10][C:5]=2[N:4]([C:15]([C:28]2[CH:33]=[CH:32][CH:31]=[CH:30][CH:29]=2)([C:22]2[CH:27]=[CH:26][CH:25]=[CH:24][CH:23]=2)[C:16]2[CH:21]=[CH:20][CH:19]=[CH:18][CH:17]=2)[N:3]=1.[OH-].[K+].Cl. Product: [Br:1][C:2]1[C:6]2[CH:7]=[N:8][C:9]([C:11]([OH:13])=[O:12])=[CH:10][C:5]=2[N:4]([C:15]([C:22]2[CH:27]=[CH:26][CH:25]=[CH:24][CH:23]=2)([C:16]2[CH:17]=[CH:18][CH:19]=[CH:20][CH:21]=2)[C:28]2[CH:33]=[CH:32][CH:31]=[CH:30][CH:29]=2)[N:3]=1. The catalyst class is: 5. (6) Reactant: Cl[C:2]1[C:7]([Cl:8])=[C:6]([C:9]2[N:14]=[C:13]([N:15]3[CH2:20][CH2:19][O:18][C@@H:17]([C:21]4[CH:26]=[CH:25][C:24]([F:27])=[CH:23][CH:22]=4)[CH2:16]3)[N:12]([CH3:28])[C:11](=[O:29])[CH:10]=2)[CH:5]=[CH:4][N:3]=1.[CH3:30][O-:31].[Na+]. Product: [Cl:8][C:7]1[C:2]([O:31][CH3:30])=[N:3][CH:4]=[CH:5][C:6]=1[C:9]1[N:14]=[C:13]([N:15]2[CH2:20][CH2:19][O:18][C@@H:17]([C:21]3[CH:26]=[CH:25][C:24]([F:27])=[CH:23][CH:22]=3)[CH2:16]2)[N:12]([CH3:28])[C:11](=[O:29])[CH:10]=1. The catalyst class is: 7. (7) Reactant: C[Mg]Br.[C:4]1([CH3:10])[CH:9]=C[CH:7]=[CH:6][CH:5]=1.C1C[O:14]CC1.[O:16]=[C:17]1[NH:21][C@@H](CC(OCC2C=CC=CC=2)=O)C[O:18]1. Product: [OH:14][C:4]([CH3:10])([CH3:9])[CH2:5][C@H:6]1[CH2:7][O:18][C:17](=[O:16])[NH:21]1. The catalyst class is: 86.